From a dataset of Full USPTO retrosynthesis dataset with 1.9M reactions from patents (1976-2016). Predict the reactants needed to synthesize the given product. (1) Given the product [OH:18][C@@H:17]([C:16]([CH3:20])([CH3:19])[CH3:15])[C@@H:2]([CH3:3])[C:1]([N:5]1[C:9]2[CH:10]=[CH:11][CH:12]=[CH:13][C:8]=2[O:7][C:6]1=[O:14])=[O:4], predict the reactants needed to synthesize it. The reactants are: [C:1]([N:5]1[C:9]2[CH:10]=[CH:11][CH:12]=[CH:13][C:8]=2[O:7][C:6]1=[O:14])(=[O:4])[CH2:2][CH3:3].[CH3:15][C:16]([CH3:20])([CH3:19])[CH:17]=[O:18]. (2) Given the product [F:30][C:31]([F:40])([F:41])[C:32]1[CH:33]=[C:34]([CH:37]=[CH:38][CH:39]=1)[CH2:35][NH:36][C:2]1[C:11]2[C:6](=[C:7]([C:12]([O:14][CH3:15])=[O:13])[CH:8]=[CH:9][CH:10]=2)[N:5]=[CH:4][N:3]=1, predict the reactants needed to synthesize it. The reactants are: O=[C:2]1[C:11]2[C:6](=[C:7]([C:12]([O:14][CH3:15])=[O:13])[CH:8]=[CH:9][CH:10]=2)[N:5]=[CH:4][NH:3]1.O=P(Cl)(Cl)Cl.CCN(C(C)C)C(C)C.[F:30][C:31]([F:41])([F:40])[C:32]1[CH:33]=[C:34]([CH:37]=[CH:38][CH:39]=1)[CH2:35][NH2:36]. (3) Given the product [I:1][C:2]1[CH:6]=[C:5]([CH:7]2[CH2:12][CH2:11][N:10]([CH3:18])[CH2:9][CH2:8]2)[N:4]([CH:13]([CH3:15])[CH3:14])[N:3]=1, predict the reactants needed to synthesize it. The reactants are: [I:1][C:2]1[CH:6]=[C:5]([CH:7]2[CH2:12][CH2:11][NH:10][CH2:9][CH2:8]2)[N:4]([CH:13]([CH3:15])[CH3:14])[N:3]=1.C=O.[C:18]([BH3-])#N.[Na+].